From a dataset of M1 muscarinic receptor antagonist screen with 61,756 compounds. Binary Classification. Given a drug SMILES string, predict its activity (active/inactive) in a high-throughput screening assay against a specified biological target. (1) The molecule is o1c2c(ncnc2n2ncc(c2N)C(OCC)=O)c2c1cccc2. The result is 0 (inactive). (2) The compound is Brc1cc(c2n(c(NCc3cccnc3)nc2)C)ccc1. The result is 1 (active). (3) The molecule is O=C1NC(=O)NC(=O)C1(C1CCCCC1)CCc1ccncc1. The result is 1 (active). (4) The molecule is S(c1n(c2c(n(c(=O)n(c2=O)C)C)n1)C)CC(OCc1ccccc1)=O. The result is 0 (inactive). (5) The drug is O(c1cc(NC(=O)Nc2cn(nc2C(=O)N)CC)ccc1OC)C. The result is 0 (inactive).